From a dataset of Full USPTO retrosynthesis dataset with 1.9M reactions from patents (1976-2016). Predict the reactants needed to synthesize the given product. (1) Given the product [CH3:38][C:36]1[C:31]2[NH:32][C:33](=[O:35])[O:34][C:30]=2[CH:29]=[C:28]([O:27][C:25]2[C:22]([C:23]#[N:24])=[CH:21][N:20]=[C:19]([N:14]3[CH2:13][CH2:12][C:5]4([O:4][C:3](=[O:17])[NH:2][C:7]5[N:8]=[CH:9][CH:10]=[CH:11][C:6]4=5)[CH2:16][CH2:15]3)[CH:26]=2)[CH:37]=1, predict the reactants needed to synthesize it. The reactants are: Cl.[NH:2]1[C:7]2[N:8]=[CH:9][CH:10]=[CH:11][C:6]=2[C:5]2([CH2:16][CH2:15][NH:14][CH2:13][CH2:12]2)[O:4][C:3]1=[O:17].Cl[C:19]1[CH:26]=[C:25]([O:27][C:28]2[CH:37]=[C:36]([CH3:38])[C:31]3[NH:32][C:33](=[O:35])[O:34][C:30]=3[CH:29]=2)[C:22]([C:23]#[N:24])=[CH:21][N:20]=1.CCN(C(C)C)C(C)C. (2) Given the product [C:1]([NH:6][C:12]1[C:13]([C:14]([O:16][CH2:17][CH3:18])=[O:15])=[CH:8][N:9]=[C:10]([C:19]([F:21])([F:22])[F:20])[N:11]=1)([CH2:4][CH3:5])([CH3:3])[CH3:2], predict the reactants needed to synthesize it. The reactants are: [C:1]([NH2:6])([CH2:4][CH3:5])([CH3:3])[CH3:2].Cl[C:8]1[C:13]([C:14]([O:16][CH2:17][CH3:18])=[O:15])=[CH:12][N:11]=[C:10]([C:19]([F:22])([F:21])[F:20])[N:9]=1.C(O)C. (3) Given the product [CH2:1]([O:8][C:9]1[CH:14]=[C:13]([CH2:23][C:22](=[O:24])[C:21]([CH3:26])([CH3:25])[CH2:20][O:19][CH3:18])[CH:12]=[CH:11][C:10]=1[O:16][CH3:17])[C:2]1[CH:7]=[CH:6][CH:5]=[CH:4][CH:3]=1, predict the reactants needed to synthesize it. The reactants are: [CH2:1]([O:8][C:9]1[CH:14]=[C:13](Br)[CH:12]=[CH:11][C:10]=1[O:16][CH3:17])[C:2]1[CH:7]=[CH:6][CH:5]=[CH:4][CH:3]=1.[CH3:18][O:19][CH2:20][C:21]([CH3:26])([CH3:25])[C:22](=[O:24])[CH3:23].[Li+].C[Si]([N-][Si](C)(C)C)(C)C.Cl.